From a dataset of Forward reaction prediction with 1.9M reactions from USPTO patents (1976-2016). Predict the product of the given reaction. (1) The product is: [CH2:22]([C:20]1[C:19]([C:24]([F:27])([F:25])[F:26])=[CH:18][C:8]2[NH:9][CH2:10][CH2:11][CH2:5][C:6](=[O:28])[C:7]=2[CH:21]=1)[CH3:23]. Given the reactants COC([CH:5]1[CH2:11][CH2:10][N:9](C(OC(C)C)=O)[C:8]2[CH:18]=[C:19]([C:24]([F:27])([F:26])[F:25])[C:20]([CH2:22][CH3:23])=[CH:21][C:7]=2[C:6]1=[O:28])=O.[Cl-].[Na+], predict the reaction product. (2) Given the reactants [F:1][CH:2]([F:31])[N:3]1[CH:7]=[C:6]([NH:8][C:9]2[N:14]=[CH:13][N:12]=[C:11]([C:15]3[CH:16]=[CH:17][C:18]([O:23][C@H:24]4[CH2:29][CH2:28][NH:27][CH2:26][C@H:25]4[F:30])=[C:19]([CH:22]=3)[C:20]#[N:21])[N:10]=2)[CH:5]=[N:4]1.[OH:32][C@@H:33]([CH3:37])[C:34](O)=[O:35], predict the reaction product. The product is: [F:31][CH:2]([F:1])[N:3]1[CH:7]=[C:6]([NH:8][C:9]2[N:14]=[CH:13][N:12]=[C:11]([C:15]3[CH:16]=[CH:17][C:18]([O:23][C@H:24]4[CH2:29][CH2:28][N:27]([C:34](=[O:35])[C@@H:33]([OH:32])[CH3:37])[CH2:26][C@H:25]4[F:30])=[C:19]([CH:22]=3)[C:20]#[N:21])[N:10]=2)[CH:5]=[N:4]1.